From a dataset of Reaction yield outcomes from USPTO patents with 853,638 reactions. Predict the reaction yield, written as a fraction of the theoretical maximum amount of product (1.0 means a 100% yield; for example, 0.34 means a 34% yield). (1) The reactants are [BH4-].[Na+].[CH2:3]([N:6]1[CH2:11][CH2:10][O:9][C:8]([C:13]2[C:14]3[C:18]([CH:19]=[CH:20][CH:21]=2)=[N:17][N:16]([C:22]([C:35]2[CH:40]=[CH:39][CH:38]=[CH:37][CH:36]=2)([C:29]2[CH:34]=[CH:33][CH:32]=[CH:31][CH:30]=2)[C:23]2[CH:28]=[CH:27][CH:26]=[CH:25][CH:24]=2)[CH:15]=3)([OH:12])[CH2:7]1)[CH2:4][CH3:5]. The catalyst is CCO.O. The product is [OH:9][CH2:10][CH2:11][N:6]([CH2:3][CH2:4][CH3:5])[CH2:7][CH:8]([C:13]1[C:14]2[C:18]([CH:19]=[CH:20][CH:21]=1)=[N:17][N:16]([C:22]([C:29]1[CH:34]=[CH:33][CH:32]=[CH:31][CH:30]=1)([C:35]1[CH:36]=[CH:37][CH:38]=[CH:39][CH:40]=1)[C:23]1[CH:28]=[CH:27][CH:26]=[CH:25][CH:24]=1)[CH:15]=2)[OH:12]. The yield is 1.00. (2) The reactants are C[O:2][C:3]([C:5]1[CH:10]=[CH:9][C:8]([C:11]2[CH:16]=[C:15]([Cl:17])[C:14]([CH2:18][N:19]3[CH2:23][CH2:22][CH:21]([N:24]4[CH2:29][CH2:28][CH2:27][CH2:26][CH2:25]4)[C:20]3=[O:30])=[C:13]([Cl:31])[CH:12]=2)=[CH:7][CH:6]=1)=[O:4].[OH-].[Na+].Cl. The catalyst is CO.C(OCC)(=O)C. The product is [Cl:31][C:13]1[CH:12]=[C:11]([C:8]2[CH:7]=[CH:6][C:5]([C:3]([OH:4])=[O:2])=[CH:10][CH:9]=2)[CH:16]=[C:15]([Cl:17])[C:14]=1[CH2:18][N:19]1[CH2:23][CH2:22][CH:21]([N:24]2[CH2:29][CH2:28][CH2:27][CH2:26][CH2:25]2)[C:20]1=[O:30]. The yield is 0.580. (3) The product is [OH:25][C:17]1[CH:16]=[C:15]([NH:14][S:2]([C:5]2[CH:6]=[C:7]([CH:11]=[CH:12][CH:13]=2)[C:8]([OH:10])=[O:9])(=[O:4])=[O:3])[CH:24]=[CH:23][C:18]=1[C:19]([O:21][CH3:22])=[O:20]. No catalyst specified. The yield is 0.220. The reactants are Cl[S:2]([C:5]1[CH:6]=[C:7]([CH:11]=[CH:12][CH:13]=1)[C:8]([OH:10])=[O:9])(=[O:4])=[O:3].[NH2:14][C:15]1[CH:16]=[C:17]([OH:25])[C:18](=[CH:23][CH:24]=1)[C:19]([O:21][CH3:22])=[O:20].